This data is from Forward reaction prediction with 1.9M reactions from USPTO patents (1976-2016). The task is: Predict the product of the given reaction. Given the reactants C([O-])([O-])=O.[K+].[K+].[C:7]([CH:9]([CH3:15])[C:10]([O:12][CH2:13][CH3:14])=[O:11])#[N:8].[F:16][C:17]1[CH:18]=[C:19]([N+:25]([O-:27])=[O:26])[CH:20]=[C:21]([F:24])[C:22]=1F.OS(O)(=O)=O.O, predict the reaction product. The product is: [C:7]([C:9]([C:22]1[C:21]([F:24])=[CH:20][C:19]([N+:25]([O-:27])=[O:26])=[CH:18][C:17]=1[F:16])([CH3:15])[C:10]([O:12][CH2:13][CH3:14])=[O:11])#[N:8].